This data is from Peptide-MHC class II binding affinity with 134,281 pairs from IEDB. The task is: Regression. Given a peptide amino acid sequence and an MHC pseudo amino acid sequence, predict their binding affinity value. This is MHC class II binding data. (1) The peptide sequence is VTKKEEPVNIEAEPP. The MHC is DRB5_0101 with pseudo-sequence DRB5_0101. The binding affinity (normalized) is 0.213. (2) The peptide sequence is RRIFGVFKNPCTSHG. The MHC is DRB1_0404 with pseudo-sequence DRB1_0404. The binding affinity (normalized) is 0.637.